Dataset: Reaction yield outcomes from USPTO patents with 853,638 reactions. Task: Predict the reaction yield, written as a fraction of the theoretical maximum amount of product (1.0 means a 100% yield; for example, 0.34 means a 34% yield). (1) The reactants are [CH2:1]([O:8][NH2:9])[C:2]1[CH:7]=[CH:6][CH:5]=[CH:4][CH:3]=1.[C:10](=[O:13])(O)[O-].[Na+].ClC(OC1C=CC([N+]([O-])=O)=CC=1)=O.[CH3:28][O:29][C:30]1[CH:35]=[CH:34][C:33]([C:36]2[N:37]=[C:38]([CH:49]3[CH2:54][CH2:53][NH:52][CH2:51][CH2:50]3)[O:39][C:40]=2[C:41]2[CH:46]=[CH:45][C:44]([O:47][CH3:48])=[CH:43][CH:42]=2)=[CH:32][CH:31]=1.C(N(CC)CC)C. The catalyst is C(#N)C.C(OCC)(=O)C.O. The product is [CH3:28][O:29][C:30]1[CH:35]=[CH:34][C:33]([C:36]2[N:37]=[C:38]([CH:49]3[CH2:54][CH2:53][N:52]([C:10](=[O:13])[NH:9][O:8][CH2:1][C:2]4[CH:7]=[CH:6][CH:5]=[CH:4][CH:3]=4)[CH2:51][CH2:50]3)[O:39][C:40]=2[C:41]2[CH:46]=[CH:45][C:44]([O:47][CH3:48])=[CH:43][CH:42]=2)=[CH:32][CH:31]=1. The yield is 0.910. (2) The reactants are [NH2:1][C:2]1[C:7]([N+:8]([O-])=O)=[C:6]([N:11]2[CH2:15][CH2:14][C@H:13]([N:16]([CH3:18])[CH3:17])[CH2:12]2)[C:5]([C:19]2[CH:24]=[CH:23][CH:22]=[CH:21][CH:20]=2)=[C:4]([CH3:25])[C:3]=1[C:26]#[N:27]. The catalyst is O.O.O.O.O.O.[Fe](Cl)Cl.[Zn].CN(C)C=O. The product is [NH2:1][C:2]1[C:7]([NH2:8])=[C:6]([N:11]2[CH2:15][CH2:14][C@H:13]([N:16]([CH3:17])[CH3:18])[CH2:12]2)[C:5]([C:19]2[CH:24]=[CH:23][CH:22]=[CH:21][CH:20]=2)=[C:4]([CH3:25])[C:3]=1[C:26]#[N:27]. The yield is 0.970. (3) The reactants are Br[C:2]1[CH:7]=[CH:6][C:5]([NH:8][C@H:9]2[CH2:17][N:16]3[C@@H:11]([CH2:12][O:13][CH2:14][CH2:15]3)[CH2:10]2)=[C:4]([N+:18]([O-:20])=[O:19])[CH:3]=1.[F:21][C:22]1[CH:23]=[CH:24][C:25]2=[C:26]([CH:46]=1)[O:27][CH2:28][C:29]1[CH:45]=[CH:44][CH:43]=[CH:42][C:30]=1/[C:31]/2=[CH:32]\B1OC(C)(C)C(C)(C)O1.C1(P(C2C=CC=CC=2)C2C=CC=CC=2)C=CC=CC=1.C[O-].[Na+]. The catalyst is O1CCCC1.CO.C(OCC)(=O)C.[Cl-].[Na+].O.ClCCl.C(OCC)(=O)C.C([O-])(=O)C.[Pd+2].C([O-])(=O)C. The product is [F:21][C:22]1[CH:23]=[CH:24][C:25]2=[C:26]([CH:46]=1)[O:27][CH2:28][C:29]1[CH:45]=[CH:44][CH:43]=[CH:42][C:30]=1/[C:31]/2=[CH:32]\[C:2]1[CH:7]=[CH:6][C:5]([NH:8][C@H:9]2[CH2:17][N:16]3[C@@H:11]([CH2:12][O:13][CH2:14][CH2:15]3)[CH2:10]2)=[C:4]([N+:18]([O-:20])=[O:19])[CH:3]=1. The yield is 0.730. (4) The reactants are CO[CH:3](OC)[N:4]([CH3:6])[CH3:5].[O:9]1[CH:13]=[CH:12][CH:11]=[C:10]1[C:14](=[O:22])[CH2:15][C:16]1[CH:21]=[CH:20][N:19]=[CH:18][CH:17]=1.[Cl-].[NH4+]. The catalyst is C(OCC)(=O)C. The product is [CH3:6][N:4]([CH3:5])[CH:3]=[C:15]([C:16]1[CH:21]=[CH:20][N:19]=[CH:18][CH:17]=1)[C:14]([C:10]1[O:9][CH:13]=[CH:12][CH:11]=1)=[O:22]. The yield is 0.970. (5) The catalyst is CN(C=O)C. The reactants are [CH2:1]([N:3]([CH2:37][CH3:38])[CH2:4][CH2:5][CH2:6][NH:7][C:8]1[N:9]=[C:10]([C:27]2[C:28]([CH3:36])=[C:29]([CH:33]=[CH:34][CH:35]=2)[C:30]([OH:32])=O)[C:11]2[CH:17]=[CH:16][C:15](=[O:18])[N:14]([C:19]3[C:24]([F:25])=[CH:23][CH:22]=[CH:21][C:20]=3[F:26])[C:12]=2[N:13]=1)[CH3:2].CN(C(O[N:47]1N=[N:54][C:49]2C=CC=C[C:48]1=2)=[N+](C)C)C.F[P-](F)(F)(F)(F)F.C(N(CC)CC)C.NCC#N. The product is [C:48]([CH2:49][NH:54][C:30](=[O:32])[C:29]1[CH:33]=[CH:34][CH:35]=[C:27]([C:10]2[C:11]3[CH:17]=[CH:16][C:15](=[O:18])[N:14]([C:19]4[C:20]([F:26])=[CH:21][CH:22]=[CH:23][C:24]=4[F:25])[C:12]=3[N:13]=[C:8]([NH:7][CH2:6][CH2:5][CH2:4][N:3]([CH2:37][CH3:38])[CH2:1][CH3:2])[N:9]=2)[C:28]=1[CH3:36])#[N:47]. The yield is 0.330. (6) The reactants are [N+](C1C=CC([O:10][C:11]([N:13]2[CH2:17][C@@H:16]([N:18]([CH2:31][C:32]3[CH:37]=[C:36]([C:38]([F:41])([F:40])[F:39])[CH:35]=[C:34]([C:42]([F:45])([F:44])[F:43])[CH:33]=3)[C:19]3[N:24]=[CH:23][C:22]([C:25]4[CH:26]=[N:27][N:28]([CH3:30])[CH:29]=4)=[CH:21][N:20]=3)[CH2:15][C@H:14]2[CH2:46][CH3:47])=O)=CC=1)([O-])=O.Cl.COC([C@H]1CC[C@H](CN)CC1)=O.[CH2:61]([N:63](CC)[CH2:64]C)C.[Cl-].[NH4+]. The catalyst is CN(C=O)C. The product is [CH3:61][N:63]([CH3:64])[C:11]([N:13]1[CH2:17][C@@H:16]([N:18]([CH2:31][C:32]2[CH:33]=[C:34]([C:42]([F:43])([F:45])[F:44])[CH:35]=[C:36]([C:38]([F:41])([F:39])[F:40])[CH:37]=2)[C:19]2[N:24]=[CH:23][C:22]([C:25]3[CH:26]=[N:27][N:28]([CH3:30])[CH:29]=3)=[CH:21][N:20]=2)[CH2:15][C@H:14]1[CH2:46][CH3:47])=[O:10]. The yield is 0.590.